Dataset: Human liver microsome stability data. Task: Regression/Classification. Given a drug SMILES string, predict its absorption, distribution, metabolism, or excretion properties. Task type varies by dataset: regression for continuous measurements (e.g., permeability, clearance, half-life) or binary classification for categorical outcomes (e.g., BBB penetration, CYP inhibition). Dataset: hlm. (1) The drug is CN[C@@H]1CCc2ccccc2[C@@H]1c1ccc(Cl)c(Cl)c1. The result is 0 (unstable in human liver microsomes). (2) The drug is CC(C)CCc1cc(NCCNc2ccnc(N)n2)nc(N)n1. The result is 0 (unstable in human liver microsomes). (3) The molecule is CC(C)(C)CCN1C(=O)C(C2=NS(=O)(=O)c3c(OCc4ncon4)cccc32)=C(O)[C@@H]1C(C)(C)C. The result is 0 (unstable in human liver microsomes). (4) The molecule is Cc1nc2ccccc2n1-c1ccc(C(=O)N(C)[C@@H]2CCN(C3CCCC3)C2)cc1. The result is 0 (unstable in human liver microsomes). (5) The drug is COc1cnc(-c2cnc(N)s2)c2[nH]cc(C(=O)C(=O)N3CCN(C(=O)c4ccccc4)CC3)c12. The result is 1 (stable in human liver microsomes). (6) The result is 0 (unstable in human liver microsomes). The molecule is CS(=O)(=O)CCCn1c(Cn2c(=O)n(CC(F)(F)F)c3ccncc32)nc2ccccc21.